This data is from Full USPTO retrosynthesis dataset with 1.9M reactions from patents (1976-2016). The task is: Predict the reactants needed to synthesize the given product. (1) Given the product [Br:46][CH2:2][CH2:3][CH2:4][C:5]1[N:9]([C:10]2[CH:11]=[CH:12][C:13]([C:16]([NH:18][CH2:19][C:20]([F:22])([F:21])[F:23])=[O:17])=[CH:14][CH:15]=2)[N:8]=[N:7][C:6]=1[C:24]([NH:26][CH:44]1[CH2:45][CH2:40]1)=[O:25], predict the reactants needed to synthesize it. The reactants are: O[CH2:2][CH2:3][CH2:4][C:5]1[N:9]([C:10]2[CH:15]=[CH:14][C:13]([C:16]([NH:18][CH2:19][C:20]([F:23])([F:22])[F:21])=[O:17])=[CH:12][CH:11]=2)[N:8]=[N:7][C:6]=1[C:24]([NH2:26])=[O:25].C1(P([C:40]2[CH:45]=[CH:44]C=CC=2)C2C=CC=CC=2)C=CC=CC=1.[Br:46]C(Br)(Br)Br. (2) Given the product [Br:1][C:2]1[CH:7]=[CH:6][C:5]([N:8]2[C:12](=[O:13])[N:11]([CH2:18][CH2:19][NH:20][C:21](=[O:23])[CH3:22])[N:10]=[CH:9]2)=[C:4]([F:14])[CH:3]=1, predict the reactants needed to synthesize it. The reactants are: [Br:1][C:2]1[CH:7]=[CH:6][C:5]([N:8]2[C:12](=[O:13])[NH:11][N:10]=[CH:9]2)=[C:4]([F:14])[CH:3]=1.[H-].[Na+].Br[CH2:18][CH2:19][NH:20][C:21](=[O:23])[CH3:22]. (3) The reactants are: [F:1][C:2]([Si](C)(C)C)([F:4])[F:3].[CH:9]([C:12]1[CH:13]=[C:14]([CH:23]=[CH:24][CH:25]=1)/[CH:15]=[N:16]/[S@:17]([C:19]([CH3:22])([CH3:21])[CH3:20])=[O:18])([CH3:11])[CH3:10]. Given the product [CH3:22][C:19]([S@@:17]([NH:16][C@H:15]([C:14]1[CH:23]=[CH:24][CH:25]=[C:12]([CH:9]([CH3:11])[CH3:10])[CH:13]=1)[C:2]([F:4])([F:3])[F:1])=[O:18])([CH3:20])[CH3:21], predict the reactants needed to synthesize it.